From a dataset of Experimentally validated miRNA-target interactions with 360,000+ pairs, plus equal number of negative samples. Binary Classification. Given a miRNA mature sequence and a target amino acid sequence, predict their likelihood of interaction. (1) The miRNA is mmu-miR-466i-5p with sequence UGUGUGUGUGUGUGUGUGUG. The protein sequence of the target gene is MVTRTRPVAAMAVRSRSSSRTGTAYLLLVLCEVSWAQIFSFPFRRPETCDFNQYFDISALSCAPCGANQRRDALGTSCVCLPGYHMISNNGGPSIICKKCPENMKGVTKDGWDCISCPSGLTAEGKCHCPTGHILVERNVSGSLLAQATCELCDESENSFTKANALGTRCVRCEPTFVNTSRSCSCSEPHTLTGGLCFSNTGNFHQRVISTARYGELGMSLNSEWFAKYLQATAAACWTHANLTSCQALGNMCVMNMNSYDSTTLDACRLFHYIFESTAGLISVHSVPFWRQNLPWLFYG.... Result: 0 (no interaction). (2) The protein sequence of the target gene is MAVPAALILRESPSMKKAVSLINAIDTGRFPRLLTRILQKLHLKAESSFSEEEEEKLQAAFSLEKQDLHLVLETISFILEQAVYHNVKPAALQQQLENIHLRQDKAEAFVNTWSSMGQETVEKFRQRILAPCKLETVGWQLNLQMAHSAQAKLKSPQAVLQLGVNNEDSKSLEKVLVEFSHKELFDFYNKLETIQAQLDSLT. Result: 0 (no interaction). The miRNA is hsa-miR-504-5p with sequence AGACCCUGGUCUGCACUCUAUC. (3) Result: 0 (no interaction). The miRNA is hsa-miR-2116-3p with sequence CCUCCCAUGCCAAGAACUCCC. The protein sequence of the target gene is MASDLESSLTSIDWLPQLTLRATIEKLGSASQAGPPGGARKCSPGSPTDPNATLSKDEAAVHQDGKPRYSYATLITYAINSSPAKKMTLSEIYRWICDNFPYYKNAGIGWKNSIRHNLSLNKCFRKVPRPRDDPGKGSYWTIDTCPDISRKRRHPPDDDLSQDSPEQEASKSPRGGVPGSGEASLSHEGTPQMSLQSPSSVANYSQGPGSVDGGAVAAGAPGQESTEGAPPLYNTNHDFKFSYSEINFQDLSWSFRNLYKSMLERSSSSQHGFSSLLGDMPPSNNYYVYQQQQQQQPPPQ.... (4) The miRNA is hsa-miR-432-5p with sequence UCUUGGAGUAGGUCAUUGGGUGG. The protein sequence of the target gene is MISDKSPPRLSRPSYGSISSLPGPAPQPAPCRETYLSEKIPIPSADQGTFSLRKLWAFTGPGFLMSIAFLDPGNIESDLQAGAVAGFKLLWVLLWATVLGLLCQRLAARLGVVTGKDLGEVCHLYYPKVPRILLWLTIELAIVGSDMQEVIGTAISFNLLSAGRIPLWDGVLITIVDTFFFLFLDNYGLRKLEAFFGLLITIMALTFGYEYVVAHPSQGALLKGLVLPTCPGCGQPELLQAVGIVGAIIMPHNIYLHSALVKSREVDRTRRVDVREANMYFLIEATIALSVSFIINLFVM.... Result: 0 (no interaction). (5) The miRNA is hsa-miR-6508-3p with sequence UGGGCCAUGCAUUUCUAGAACU. The protein sequence of the target gene is MAATSGTDEPVSGELVSVAHALSLPAESYGNDPDIEMAWAMRAMQHAEVYYKLISSVDPQFLKLTKVDDQIYSEFRKNFETLRIDVLDPEELKSESAKEKWRPFCLKFNGIVEDFNYGTLLRLDCSQGYTEENTIFAPRIQFFAIEIARNREGYNKAVYISVQDKEGEKGVNNGGEKRADSGEEENTKNGGEKGADSGEEKEEGINREDKTDKGGEKGKEADKEINKSGEKAM. Result: 0 (no interaction).